From a dataset of Forward reaction prediction with 1.9M reactions from USPTO patents (1976-2016). Predict the product of the given reaction. The product is: [CH3:14][N:12]1[CH:13]=[C:9]([C:6]2[CH:7]=[CH:8][C:3]3[N:4]([C:17]([SH:18])=[N:2][N:1]=3)[CH:5]=2)[CH:10]=[N:11]1. Given the reactants [NH:1]([C:3]1[CH:8]=[CH:7][C:6]([C:9]2[CH:10]=[N:11][N:12]([CH3:14])[CH:13]=2)=[CH:5][N:4]=1)[NH2:2].[OH-].[K+].[C:17](=S)=[S:18], predict the reaction product.